This data is from Forward reaction prediction with 1.9M reactions from USPTO patents (1976-2016). The task is: Predict the product of the given reaction. (1) Given the reactants C(OC1C=C2C(=CC=1OC)NC=C2CC([NH:23][C@H:24]([C:34]1[C:39]([C:40]2[CH:45]=[CH:44][C:43]([O:46][CH3:47])=[CH:42][CH:41]=2)=[CH:38][CH:37]=[CH:36][N:35]=1)[CH2:25][C:26]1[CH:31]=[C:30]([F:32])[CH:29]=[C:28]([F:33])[CH:27]=1)=O)C1C=CC=CC=1.[CH3:48][S:49]([NH:52][C:53]1[CH:54]=[C:55]2[C:59](=[CH:60][CH:61]=1)[NH:58][CH:57]=[C:56]2[CH2:62][C:63]([OH:65])=O)(=[O:51])=[O:50], predict the reaction product. The product is: [F:33][C:28]1[CH:27]=[C:26]([CH2:25][C@H:24]([NH:23][C:63](=[O:65])[CH2:62][C:56]2[C:55]3[C:59](=[CH:60][CH:61]=[C:53]([NH:52][S:49]([CH3:48])(=[O:50])=[O:51])[CH:54]=3)[NH:58][CH:57]=2)[C:34]2[C:39]([C:40]3[CH:45]=[CH:44][C:43]([O:46][CH3:47])=[CH:42][CH:41]=3)=[CH:38][CH:37]=[CH:36][N:35]=2)[CH:31]=[C:30]([F:32])[CH:29]=1. (2) Given the reactants [CH2:1]([N:4]1[C:10]2[CH:11]=[CH:12][CH:13]=[CH:14][C:9]=2[O:8][CH2:7][C@H:6]([NH:15][C:16](=[O:22])[O:17][C:18]([CH3:21])([CH3:20])[CH3:19])[C:5]1=[O:23])[CH:2]=[CH2:3], predict the reaction product. The product is: [O:23]=[C:5]1[N:4]([CH2:1][CH2:2][CH3:3])[C:10]2[CH:11]=[CH:12][CH:13]=[CH:14][C:9]=2[O:8][CH2:7][C@@H:6]1[NH:15][C:16](=[O:22])[O:17][C:18]([CH3:21])([CH3:20])[CH3:19]. (3) Given the reactants C([O:4][C@H:5]1[C@@H:9]([O:10]C(=O)C)[C@H:8]([C:14]2[C:18]3[N:19]=[CH:20][N:21]=[C:22]([NH2:23])[C:17]=3[NH:16][CH:15]=2)[N:7]([C:24]([O:26][C:27]([CH3:30])([CH3:29])[CH3:28])=[O:25])[C@@H:6]1[CH2:31][O:32]C(=O)C)(=O)C.C[O-].[Na+], predict the reaction product. The product is: [NH2:23][C:22]1[C:17]2[NH:16][CH:15]=[C:14]([C@H:8]3[C@H:9]([OH:10])[C@H:5]([OH:4])[C@@H:6]([CH2:31][OH:32])[N:7]3[C:24]([O:26][C:27]([CH3:30])([CH3:29])[CH3:28])=[O:25])[C:18]=2[N:19]=[CH:20][N:21]=1. (4) Given the reactants Cl.CO[C:4]([C:6]1[CH:11]=[CH:10][CH:9]=[CH:8][C:7]=1[CH2:12][C:13](=[NH:16])OC)=[O:5].[OH:17][CH2:18][C@@H:19]1[CH2:24][NH:23][CH2:22][CH2:21][N:20]1[CH3:25], predict the reaction product. The product is: [OH:17][CH2:18][C@H:19]1[N:20]([CH3:25])[CH2:21][CH2:22][N:23]([C:13]2[NH:16][C:4](=[O:5])[C:6]3[C:7]([CH:12]=2)=[CH:8][CH:9]=[CH:10][CH:11]=3)[CH2:24]1. (5) Given the reactants [F:1][C:2]([F:23])([F:22])[C:3]([N:5]([C@@H:13]1[CH2:15][C@H:14]1[C:16]1[CH:21]=[CH:20][CH:19]=[CH:18][CH:17]=1)[CH2:6][CH:7]1[CH2:12][CH2:11][NH:10][CH2:9][CH2:8]1)=[O:4].[Cl:24][C:25]1[CH:34]=[C:33]([CH:35]=O)[CH:32]=[CH:31][C:26]=1[C:27]([O:29][CH3:30])=[O:28].C(O[BH-](OC(=O)C)OC(=O)C)(=O)C.[Na+], predict the reaction product. The product is: [Cl:24][C:25]1[CH:34]=[C:33]([CH2:35][N:10]2[CH2:9][CH2:8][CH:7]([CH2:6][N:5]([C@@H:13]3[CH2:15][C@H:14]3[C:16]3[CH:21]=[CH:20][CH:19]=[CH:18][CH:17]=3)[C:3](=[O:4])[C:2]([F:1])([F:22])[F:23])[CH2:12][CH2:11]2)[CH:32]=[CH:31][C:26]=1[C:27]([O:29][CH3:30])=[O:28]. (6) The product is: [Cl:17][C:18]1[CH:23]=[C:22]([C:2]2[CH:3]=[CH:4][C:5]3[NH:15][C:14](=[O:16])[O:13][C:8]4([CH2:12][CH2:11][CH2:10][CH2:9]4)[C:6]=3[CH:7]=2)[CH:21]=[CH:20][CH:19]=1. Given the reactants Br[C:2]1[CH:3]=[CH:4][C:5]2[NH:15][C:14](=[O:16])[O:13][C:8]3([CH2:12][CH2:11][CH2:10][CH2:9]3)[C:6]=2[CH:7]=1.[Cl:17][C:18]1[CH:19]=[C:20](B(O)O)[CH:21]=[CH:22][CH:23]=1, predict the reaction product. (7) Given the reactants [C:1]([O:4][CH2:5][C:6]1[C:11](B2OC(C)(C)C(C)(C)O2)=[CH:10][C:9]([F:21])=[CH:8][C:7]=1[N:22]1[CH2:33][CH2:32][C:31]2[C:30]3[CH2:29][C:28]([CH3:35])([CH3:34])[CH2:27][C:26]=3[S:25][C:24]=2[C:23]1=[O:36])(=[O:3])[CH3:2].Br[C:38]1[CH:39]=[C:40]([NH:46][C:47]2[CH:52]=[CH:51][C:50]([N:53]3[CH2:58][CH2:57][O:56][CH2:55][CH2:54]3)=[CH:49][N:48]=2)[C:41](=[O:45])[N:42]([CH3:44])[CH:43]=1, predict the reaction product. The product is: [C:1]([O:4][CH2:5][C:6]1[C:11]([C:38]2[CH:39]=[C:40]([NH:46][C:47]3[CH:52]=[CH:51][C:50]([N:53]4[CH2:58][CH2:57][O:56][CH2:55][CH2:54]4)=[CH:49][N:48]=3)[C:41](=[O:45])[N:42]([CH3:44])[CH:43]=2)=[CH:10][C:9]([F:21])=[CH:8][C:7]=1[N:22]1[CH2:33][CH2:32][C:31]2[C:30]3[CH2:29][C:28]([CH3:34])([CH3:35])[CH2:27][C:26]=3[S:25][C:24]=2[C:23]1=[O:36])(=[O:3])[CH3:2].